Dataset: Forward reaction prediction with 1.9M reactions from USPTO patents (1976-2016). Task: Predict the product of the given reaction. (1) The product is: [Cl:1][C:2]1[CH:3]=[C:4]([CH:7]=[CH:8][C:9]=1[N:10]1[C:18]2[C:13](=[CH:14][CH:15]=[CH:16][CH:17]=2)[C:12]([C:19](=[O:23])[CH:20]([CH3:22])[CH3:21])=[CH:11]1)[C:5]#[N:6]. Given the reactants [Cl:1][C:2]1[CH:3]=[C:4]([CH:7]=[CH:8][C:9]=1[N:10]1[C:18]2[C:13](=[CH:14][CH:15]=[CH:16][CH:17]=2)[CH:12]=[CH:11]1)[C:5]#[N:6].[C:19](O[C:19](=[O:23])[CH:20]([CH3:22])[CH3:21])(=[O:23])[CH:20]([CH3:22])[CH3:21].[O-]S(C(F)(F)F)(=O)=O.[Yb+3].[O-]S(C(F)(F)F)(=O)=O.[O-]S(C(F)(F)F)(=O)=O, predict the reaction product. (2) The product is: [Cl:1][C:2]1[CH:3]=[C:4]([N:9]2[C:18](=[O:19])[C:17]3[C:12](=[CH:13][CH:14]=[CH:15][CH:16]=3)[N:11]=[C:10]2[S:20][CH2:22][C:23]([NH:25][CH:26]2[C:34]3[C:29](=[CH:30][CH:31]=[CH:32][CH:33]=3)[CH2:28][CH2:27]2)=[O:24])[CH:5]=[CH:6][C:7]=1[Cl:8]. Given the reactants [Cl:1][C:2]1[CH:3]=[C:4]([N:9]2[C:18](=[O:19])[C:17]3[C:12](=[CH:13][CH:14]=[CH:15][CH:16]=3)[N:11]=[C:10]2[SH:20])[CH:5]=[CH:6][C:7]=1[Cl:8].Cl[CH2:22][C:23]([NH:25][CH:26]1[C:34]2[C:29](=[CH:30][CH:31]=[CH:32][CH:33]=2)[CH2:28][CH2:27]1)=[O:24], predict the reaction product. (3) Given the reactants [F:1][C:2]1[C:3]2[CH2:4][CH:5]3[C:14](=[N:15]O)[CH:8]([CH2:9][C:10]=2[CH:11]=[CH:12][CH:13]=1)[CH2:7][CH2:6]3, predict the reaction product. The product is: [F:1][C:2]1[C:3]2[CH2:4][CH:5]3[CH:14]([NH2:15])[CH:8]([CH2:9][C:10]=2[CH:11]=[CH:12][CH:13]=1)[CH2:7][CH2:6]3. (4) The product is: [CH3:1][C:2]1[C:7](=[O:8])[N:6]([CH2:26][C:25]2[CH:28]=[CH:29][C:22]([S:19]([N:16]3[CH2:17][CH2:18][O:13][CH2:14][CH2:15]3)(=[O:21])=[O:20])=[CH:23][CH:24]=2)[C:5](=[O:9])[N:4]2[CH:10]=[CH:11][S:12][C:3]=12. Given the reactants [CH3:1][C:2]1[C:7](=[O:8])[NH:6][C:5](=[O:9])[N:4]2[CH:10]=[CH:11][S:12][C:3]=12.[O:13]1[CH2:18][CH2:17][N:16]([S:19]([C:22]2[CH:29]=[CH:28][C:25]([CH2:26]Br)=[CH:24][CH:23]=2)(=[O:21])=[O:20])[CH2:15][CH2:14]1.C(=O)([O-])[O-].[Cs+].[Cs+], predict the reaction product. (5) Given the reactants [NH2:1][C:2]1[N:6]([CH3:7])[N:5]=[C:4]([OH:8])[C:3]=1[C:9]1[CH:14]=[CH:13][C:12]([CH3:15])=[CH:11][CH:10]=1.C(=O)([O-])[O-].[K+].[K+].[CH3:22][O:23][CH2:24][CH2:25]Br, predict the reaction product. The product is: [NH2:1][C:2]1[N:6]([CH3:7])[N:5]=[C:4]([O:8][CH2:25][CH2:24][O:23][CH3:22])[C:3]=1[C:9]1[CH:14]=[CH:13][C:12]([CH3:15])=[CH:11][CH:10]=1. (6) The product is: [F:20][C:5]([F:19])([F:4])[C:6]([C:13]1[CH:18]=[CH:17][N:16]=[C:15]([C:1]#[N:3])[CH:14]=1)([CH3:12])[O:7][Si:8]([CH3:9])([CH3:10])[CH3:11]. Given the reactants [C:1](#[N:3])C.[F:4][C:5]([F:20])([F:19])[C:6]([C:13]1[CH:18]=[CH:17][N:16]=[CH:15][CH:14]=1)([CH3:12])[O:7][Si:8]([CH3:11])([CH3:10])[CH3:9].C[Si](C#N)(C)C, predict the reaction product. (7) Given the reactants Cl.C(N=C=NCCCN(C)C)C.[Cl:13][C:14]1[CH:40]=[CH:39][C:17]([CH2:18][N:19]2[C:27]3[C:22](=[CH:23][CH:24]=[CH:25][CH:26]=3)[CH:21]=[C:20]2[C:28]([N:30]2[CH2:35][CH2:34][CH:33]([C:36]([OH:38])=O)[CH2:32][CH2:31]2)=[O:29])=[CH:16][CH:15]=1.N1(O)C2C=CC=CC=2N=N1.[N:51]1[CH:56]=[CH:55][C:54]([CH:57]([NH2:59])[CH3:58])=[CH:53][CH:52]=1, predict the reaction product. The product is: [Cl:13][C:14]1[CH:40]=[CH:39][C:17]([CH2:18][N:19]2[C:27]3[C:22](=[CH:23][CH:24]=[CH:25][CH:26]=3)[CH:21]=[C:20]2[C:28]([N:30]2[CH2:31][CH2:32][CH:33]([C:36]([NH:59][CH:57]([C:54]3[CH:55]=[CH:56][N:51]=[CH:52][CH:53]=3)[CH3:58])=[O:38])[CH2:34][CH2:35]2)=[O:29])=[CH:16][CH:15]=1.